Predict the reactants needed to synthesize the given product. From a dataset of Full USPTO retrosynthesis dataset with 1.9M reactions from patents (1976-2016). (1) Given the product [O:44]=[C:39]1[N:38]([C:35]2[CH:34]=[CH:33][C:32]([NH:31][C:2]3[N:7]=[C:6]([C:8]4[CH:9]=[N:10][N:11]([CH:13]([CH2:14][CH:15]5[CH2:20][CH2:19][NH:18][CH2:17][CH2:16]5)[CH2:28][C:29]#[N:30])[CH:12]=4)[CH:5]=[CH:4][N:3]=3)=[CH:37][CH:36]=2)[CH2:43][CH2:42][O:41][CH2:40]1, predict the reactants needed to synthesize it. The reactants are: Cl[C:2]1[N:7]=[C:6]([C:8]2[CH:9]=[N:10][N:11]([CH:13]([CH2:28][C:29]#[N:30])[CH2:14][CH:15]3[CH2:20][CH2:19][N:18](C(OC(C)(C)C)=O)[CH2:17][CH2:16]3)[CH:12]=2)[CH:5]=[CH:4][N:3]=1.[NH2:31][C:32]1[CH:37]=[CH:36][C:35]([N:38]2[CH2:43][CH2:42][O:41][CH2:40][C:39]2=[O:44])=[CH:34][CH:33]=1. (2) Given the product [F:28][C:9]1[C:8]([OH:7])=[CH:13][CH:12]=[C:11]([F:14])[C:10]=1[C:15]([C:17]1[CH:18]=[C:19]2[C:24](=[CH:25][CH:26]=1)[N:23]=[CH:22][C:21]([C:30]1[CH:35]=[CH:34][CH:33]=[CH:32][CH:31]=1)=[N:20]2)=[O:16], predict the reactants needed to synthesize it. The reactants are: C(=O)([O:7][C:8]1[CH:13]=[CH:12][C:11]([F:14])=[C:10]([C:15]([C:17]2[CH:18]=[C:19]3[C:24](=[CH:25][CH:26]=2)[N:23]=[CH:22][C:21](Cl)=[N:20]3)=[O:16])[C:9]=1[F:28])OC(C)(C)C.[C:30]1(B(O)O)[CH:35]=[CH:34][CH:33]=[CH:32][CH:31]=1.C([O-])([O-])=O.[Na+].[Na+]. (3) Given the product [CH3:23][O:22][C:20](=[O:21])[C:19]1[CH:24]=[CH:25][C:16]([C:9]2[O:10][C:6]3[CH:5]=[CH:4][C:3]([O:2][CH3:1])=[CH:14][C:7]=3[CH:8]=2)=[CH:17][CH:18]=1, predict the reactants needed to synthesize it. The reactants are: [CH3:1][O:2][C:3]1[CH:4]=[CH:5][C:6]2[O:10][C:9](B(O)O)=[CH:8][C:7]=2[CH:14]=1.I[C:16]1[CH:25]=[CH:24][C:19]([C:20]([O:22][CH3:23])=[O:21])=[CH:18][CH:17]=1.